Predict the product of the given reaction. From a dataset of Forward reaction prediction with 1.9M reactions from USPTO patents (1976-2016). (1) Given the reactants Br[C:2]1[C:3]([CH3:10])=[C:4]([CH:7]=[CH:8][CH:9]=1)[NH:5][CH3:6].[CH3:11][C:12]1([CH3:28])[C:16]([CH3:18])([CH3:17])[O:15][B:14]([B:14]2[O:15][C:16]([CH3:18])([CH3:17])[C:12]([CH3:28])([CH3:11])[O:13]2)[O:13]1.C([O-])(=O)C.[K+], predict the reaction product. The product is: [CH3:6][NH:5][C:4]1[CH:7]=[CH:8][CH:9]=[C:2]([B:14]2[O:15][C:16]([CH3:18])([CH3:17])[C:12]([CH3:28])([CH3:11])[O:13]2)[C:3]=1[CH3:10]. (2) Given the reactants [Li][CH2:2][CH2:3][CH2:4][CH3:5].[Br-].C(P(C1C=CC=CC=1)(C1C=CC=CC=1)C1C=CC=CC=1)CC.[CH3:29][O:30][C:31]1[CH:32]=[C:33]([CH:36]=[C:37]([N+:39]([O-:41])=[O:40])[CH:38]=1)C=O, predict the reaction product. The product is: [CH:2](/[C:33]1[CH:36]=[C:37]([N+:39]([O-:41])=[O:40])[CH:38]=[C:31]([O:30][CH3:29])[CH:32]=1)=[CH:3]\[CH2:4][CH3:5]. (3) The product is: [Cl:34][C:29]1[CH:28]=[C:27]([N:11]2[C:10](=[O:25])[C:9]([CH2:8][C:5]3[CH:6]=[CH:7][C:2]([F:1])=[CH:3][CH:4]=3)=[C:14]([C:15]3[CH:20]=[CH:19][C:18]([S:21]([CH3:24])(=[O:23])=[O:22])=[CH:17][CH:16]=3)[CH:13]=[N:12]2)[CH:32]=[CH:31][C:30]=1[F:33]. Given the reactants [F:1][C:2]1[CH:7]=[CH:6][C:5]([CH2:8][C:9]2[C:10](=[O:25])[NH:11][N:12]=[CH:13][C:14]=2[C:15]2[CH:20]=[CH:19][C:18]([S:21]([CH3:24])(=[O:23])=[O:22])=[CH:17][CH:16]=2)=[CH:4][CH:3]=1.Br[C:27]1[CH:32]=[CH:31][C:30]([F:33])=[C:29]([Cl:34])[CH:28]=1.N, predict the reaction product. (4) Given the reactants [CH3:1][C:2]1[CH:7]=[C:6]([O:8][CH2:9][C:10]2[N:11]=[C:12](/[CH:15]=[CH:16]/[C:17]3[CH:22]=[CH:21][C:20]([O:23][C:24]([F:27])([F:26])[F:25])=[CH:19][CH:18]=3)[O:13][CH:14]=2)[CH:5]=[CH:4][C:3]=1[CH2:28][CH2:29][CH2:30][CH2:31][C:32]1[N:33]=[N:34][N:35](C(C2C=CC=CC=2)(C2C=CC=CC=2)C2C=CC=CC=2)[CH:36]=1.C(O)=O.C1COCC1.[OH-].[Na+], predict the reaction product. The product is: [CH3:1][C:2]1[CH:7]=[C:6]([O:8][CH2:9][C:10]2[N:11]=[C:12](/[CH:15]=[CH:16]/[C:17]3[CH:18]=[CH:19][C:20]([O:23][C:24]([F:25])([F:26])[F:27])=[CH:21][CH:22]=3)[O:13][CH:14]=2)[CH:5]=[CH:4][C:3]=1[CH2:28][CH2:29][CH2:30][CH2:31][C:32]1[N:33]=[N:34][NH:35][CH:36]=1. (5) Given the reactants [CH:1]([C@:4]1([C:17]([N:19]2[CH2:24][CH:23]=[C:22]([C:25]3[CH:30]=[CH:29][CH:28]=[CH:27][C:26]=3[C:31]([F:34])([F:33])[F:32])[CH2:21][CH2:20]2)=[O:18])[CH2:8][CH2:7][C@@H:6]([NH:9]C(=O)OC(C)(C)C)[CH2:5]1)([CH3:3])[CH3:2], predict the reaction product. The product is: [CH:1]([C@:4]1([C:17]([N:19]2[CH2:20][CH:21]=[C:22]([C:25]3[CH:30]=[CH:29][CH:28]=[CH:27][C:26]=3[C:31]([F:34])([F:32])[F:33])[CH2:23][CH2:24]2)=[O:18])[CH2:8][CH2:7][C@@H:6]([NH2:9])[CH2:5]1)([CH3:3])[CH3:2]. (6) The product is: [Cl:29][C:26]1[CH:27]=[CH:28][C:23]([C:15]2[CH:14]=[CH:13][N:12]3[C:30](=[O:31])[N:9]([CH2:8][C:7]4[C:2]([C:36]#[N:37])=[N:3][C:4]([C:32]([F:34])([F:33])[F:35])=[CH:5][CH:6]=4)[N:10]=[C:11]3[C:16]=2[C:17]2[CH:22]=[CH:21][N:20]=[CH:19][CH:18]=2)=[CH:24][CH:25]=1. Given the reactants Cl[C:2]1[C:7]([CH2:8][N:9]2[C:30](=[O:31])[N:12]3[CH:13]=[CH:14][C:15]([C:23]4[CH:28]=[CH:27][C:26]([Cl:29])=[CH:25][CH:24]=4)=[C:16]([C:17]4[CH:22]=[CH:21][N:20]=[CH:19][CH:18]=4)[C:11]3=[N:10]2)=[CH:6][CH:5]=[C:4]([C:32]([F:35])([F:34])[F:33])[N:3]=1.[CH3:36][N:37](C=O)C, predict the reaction product.